From a dataset of TCR-epitope binding with 47,182 pairs between 192 epitopes and 23,139 TCRs. Binary Classification. Given a T-cell receptor sequence (or CDR3 region) and an epitope sequence, predict whether binding occurs between them. (1) The epitope is GMFNMLSTVLGVS. The TCR CDR3 sequence is CASSQDLGTGYSPLHF. Result: 0 (the TCR does not bind to the epitope). (2) The epitope is FPPTSFGPL. The TCR CDR3 sequence is CSVDVGAYEQYF. Result: 0 (the TCR does not bind to the epitope). (3) Result: 0 (the TCR does not bind to the epitope). The epitope is KEIDRLNEV. The TCR CDR3 sequence is CASSSSGQQETQYF. (4) The epitope is FLPRVFSAV. The TCR CDR3 sequence is CASSELGRQETQYF. Result: 1 (the TCR binds to the epitope). (5) The epitope is YIFFASFYY. The TCR CDR3 sequence is CASSQGNSYSADTQYF. Result: 1 (the TCR binds to the epitope).